Dataset: CYP2C9 inhibition data for predicting drug metabolism from PubChem BioAssay. Task: Regression/Classification. Given a drug SMILES string, predict its absorption, distribution, metabolism, or excretion properties. Task type varies by dataset: regression for continuous measurements (e.g., permeability, clearance, half-life) or binary classification for categorical outcomes (e.g., BBB penetration, CYP inhibition). Dataset: cyp2c9_veith. (1) The drug is NC(=O)c1ccc(-c2nc(-c3ccc4c(c3)OCO4)c(-c3ccccn3)[nH]2)cc1. The result is 0 (non-inhibitor). (2) The molecule is CC(C)CN1CCCC2(CCN(C(=O)Oc3ccccc3)CC2)C1. The result is 0 (non-inhibitor). (3) The compound is O=C1C(C2=NC(C(=O)O)C3C(=O)N(c4ccc(Cl)cc4)C(=O)C23)=C(O)c2ccccc21. The result is 0 (non-inhibitor). (4) The result is 0 (non-inhibitor). The compound is Cc1ccc(NCC(=O)N/N=C\c2ccc([N+](=O)[O-])o2)cc1. (5) The drug is Cc1cc(N)n(-c2ccccc2)n1. The result is 0 (non-inhibitor). (6) The molecule is Cc1cnn(-c2cc(N/N=C/c3ccccc3Cl)ncn2)c1. The result is 0 (non-inhibitor).